Dataset: Retrosynthesis with 50K atom-mapped reactions and 10 reaction types from USPTO. Task: Predict the reactants needed to synthesize the given product. (1) Given the product COc1ccc(-c2sccc2C)cn1, predict the reactants needed to synthesize it. The reactants are: COc1ccc(B(O)O)cn1.Cc1ccsc1Br. (2) The reactants are: CCI.COC(=O)c1c(O)nc(C)c2cc(OC)c(OC)cc12. Given the product CCOc1nc(C)c2cc(OC)c(OC)cc2c1C(=O)OC, predict the reactants needed to synthesize it. (3) Given the product CCC1(CC)CC(C)(C)c2cc(Br)cc(C(C)=O)c2O1, predict the reactants needed to synthesize it. The reactants are: CC(=O)Cl.CCC1(CC)CC(C)(C)c2cc(Br)ccc2O1. (4) Given the product CNC(=O)C(C#N)=Cc1ccc2cn[nH]c2c1, predict the reactants needed to synthesize it. The reactants are: CNC(=O)CC#N.O=Cc1ccc2cn[nH]c2c1. (5) Given the product N#C[C@@H]1C[C@H](F)CN1C(=O)CNC12CCC(C(=O)Nc3ccc(C=Cc4ccccc4)cc3)(CC1)CC2, predict the reactants needed to synthesize it. The reactants are: N#C[C@@H]1C[C@H](F)CN1C(=O)CNC12CCC(C(=O)O)(CC1)CC2.Nc1ccc(C=Cc2ccccc2)cc1. (6) Given the product O=C(O)c1cc(OCCOCc2ccccc2)ccc1[N+](=O)[O-], predict the reactants needed to synthesize it. The reactants are: COC(=O)c1cc(OCCOCc2ccccc2)ccc1[N+](=O)[O-].